From a dataset of Forward reaction prediction with 1.9M reactions from USPTO patents (1976-2016). Predict the product of the given reaction. (1) Given the reactants [F:1][C:2]1[CH:3]=[C:4]2[C:8](=[CH:9][CH:10]=1)[NH:7][C:6]([CH3:11])=[CH:5]2.Cl[C:13]1[C:22]2[C:17](=[C:18]([CH3:23])[CH:19]=[CH:20][CH:21]=2)[N:16]=[CH:15][CH:14]=1, predict the reaction product. The product is: [F:1][C:2]1[CH:3]=[C:4]2[C:8](=[CH:9][CH:10]=1)[NH:7][C:6]([CH3:11])=[C:5]2[C:13]1[C:22]2[C:17](=[C:18]([CH3:23])[CH:19]=[CH:20][CH:21]=2)[N:16]=[CH:15][CH:14]=1. (2) Given the reactants [C:1]1([C:7]2[N:12]=[C:11]3[C:13](=[O:17])[CH2:14][O:15][CH2:16][C:10]3=[CH:9][CH:8]=2)[CH:6]=[CH:5][CH:4]=[CH:3][CH:2]=1.CC(C[AlH]CC(C)C)C, predict the reaction product. The product is: [C:1]1([C:7]2[N:12]=[C:11]3[C:13]([OH:17])=[CH:14][O:15][CH2:16][C:10]3=[CH:9][CH:8]=2)[CH:2]=[CH:3][CH:4]=[CH:5][CH:6]=1. (3) Given the reactants [NH2:1][C@H:2]([C:7]([OH:9])=[O:8])[C:3]([CH3:6])([CH3:5])[CH3:4].[C:10](OC(=O)C)(=[O:12])[CH3:11], predict the reaction product. The product is: [C:10]([NH:1][C@H:2]([C:7]([OH:9])=[O:8])[C:3]([CH3:6])([CH3:5])[CH3:4])(=[O:12])[CH3:11]. (4) Given the reactants [CH2:1]([C@@:5]1([CH2:28][CH3:29])[NH:11][C@H:10]([C:12]2[CH:17]=[CH:16][CH:15]=[CH:14][CH:13]=2)[C:9]2[CH:18]=[C:19]([O:24][CH3:25])[C:20]([C:22]#[N:23])=[CH:21][C:8]=2[S:7](=[O:27])(=[O:26])[CH2:6]1)[CH2:2][CH2:3][CH3:4].C(C1C(=O)C(Cl)=C(Cl)C(=O)C=1C#N)#N, predict the reaction product. The product is: [CH2:1]([C@@:5]1([CH2:28][CH3:29])[N:11]=[C:10]([C:12]2[CH:13]=[CH:14][CH:15]=[CH:16][CH:17]=2)[C:9]2[CH:18]=[C:19]([O:24][CH3:25])[C:20]([C:22]#[N:23])=[CH:21][C:8]=2[S:7](=[O:26])(=[O:27])[CH2:6]1)[CH2:2][CH2:3][CH3:4].